This data is from Retrosynthesis with 50K atom-mapped reactions and 10 reaction types from USPTO. The task is: Predict the reactants needed to synthesize the given product. Given the product COCCNc1nc2ccccc2n1-c1nc(N2CCOCC2)c2nc(CN3CCC(C(C)(C)O)CC3)n(C)c2n1, predict the reactants needed to synthesize it. The reactants are: COCCN(Cc1ccccc1)c1nc2ccccc2n1-c1nc(N2CCOCC2)c2nc(CN3CCC(C(C)(C)O)CC3)n(C)c2n1.